This data is from Catalyst prediction with 721,799 reactions and 888 catalyst types from USPTO. The task is: Predict which catalyst facilitates the given reaction. (1) Reactant: [F:1][C:2]1[C:3]([CH2:14][N:15]([CH3:23])[C:16](=[O:22])[O:17][C:18]([CH3:21])([CH3:20])[CH3:19])=[CH:4][NH:5][C:6]=1[C:7]1[C:8]([F:13])=[N:9][CH:10]=[CH:11][CH:12]=1.[H-].[Na+].C1OCCOCCOCCOCCOC1.[CH3:41][N:42]1[CH:46]=[C:45]([S:47](Cl)(=[O:49])=[O:48])[CH:44]=[N:43]1. Product: [F:1][C:2]1[C:3]([CH2:14][N:15]([CH3:23])[C:16](=[O:22])[O:17][C:18]([CH3:19])([CH3:20])[CH3:21])=[CH:4][N:5]([S:47]([C:45]2[CH:44]=[N:43][N:42]([CH3:41])[CH:46]=2)(=[O:49])=[O:48])[C:6]=1[C:7]1[C:8]([F:13])=[N:9][CH:10]=[CH:11][CH:12]=1. The catalyst class is: 685. (2) Reactant: [Cl:1][C:2]1[CH:7]=[CH:6][CH:5]=[CH:4][C:3]=1[C:8]1[N:9]=[C:10]2[CH:15]=[CH:14][CH:13]=[CH:12][N:11]2[C:16]=1[C:17]([OH:19])=O.C1COCC1.[OH-].[NH4+:26]. Product: [Cl:1][C:2]1[CH:7]=[CH:6][CH:5]=[CH:4][C:3]=1[C:8]1[N:9]=[C:10]2[CH:15]=[CH:14][CH:13]=[CH:12][N:11]2[C:16]=1[C:17]([NH2:26])=[O:19]. The catalyst class is: 309. (3) Reactant: [CH2:1]([O:8][CH2:9][C:10]1[CH:18]=[C:17]([O:19][CH2:20][O:21][CH3:22])[CH:16]=[C:15]([O:23][CH2:24][O:25][CH3:26])[C:11]=1[C:12]([OH:14])=[O:13])[C:2]1[CH:7]=[CH:6][CH:5]=[CH:4][CH:3]=1.[Br:27]N1C(=O)CCC1=O.O. Product: [CH2:1]([O:8][CH2:9][C:10]1[C:18]([Br:27])=[C:17]([O:19][CH2:20][O:21][CH3:22])[CH:16]=[C:15]([O:23][CH2:24][O:25][CH3:26])[C:11]=1[C:12]([OH:14])=[O:13])[C:2]1[CH:7]=[CH:6][CH:5]=[CH:4][CH:3]=1. The catalyst class is: 9.